From a dataset of Reaction yield outcomes from USPTO patents with 853,638 reactions. Predict the reaction yield, written as a fraction of the theoretical maximum amount of product (1.0 means a 100% yield; for example, 0.34 means a 34% yield). The reactants are [O:1]=[C:2]([N:17]1[CH2:32][CH2:31][C:20]2([CH2:24][N:23]([C:25]3[CH:30]=[CH:29][N:28]=[CH:27][CH:26]=3)[CH2:22][CH2:21]2)[CH2:19][CH2:18]1)[CH2:3][N:4]1[CH2:9][CH2:8][CH:7]([O:10][CH2:11][C:12]([O:14]CC)=[O:13])[CH2:6][CH2:5]1.Cl. No catalyst specified. The product is [O:1]=[C:2]([N:17]1[CH2:18][CH2:19][C:20]2([CH2:24][N:23]([C:25]3[CH:30]=[CH:29][N:28]=[CH:27][CH:26]=3)[CH2:22][CH2:21]2)[CH2:31][CH2:32]1)[CH2:3][N:4]1[CH2:5][CH2:6][CH:7]([O:10][CH2:11][C:12]([OH:14])=[O:13])[CH2:8][CH2:9]1. The yield is 0.740.